Predict which catalyst facilitates the given reaction. From a dataset of Catalyst prediction with 721,799 reactions and 888 catalyst types from USPTO. Reactant: [CH:1]1([N:4]([C:12]2[N:17]3[N:18]=[CH:19][C:20]([CH:21]=[O:22])=[C:16]3[N:15]=[C:14]([C:23]3[CH:28]=[CH:27][N:26]=[C:25]([F:29])[CH:24]=3)[CH:13]=2)C(=O)OC(C)(C)C)[CH2:3][CH2:2]1.C(O)(C(F)(F)F)=O. Product: [CH:1]1([NH:4][C:12]2[N:17]3[N:18]=[CH:19][C:20]([CH:21]=[O:22])=[C:16]3[N:15]=[C:14]([C:23]3[CH:28]=[CH:27][N:26]=[C:25]([F:29])[CH:24]=3)[CH:13]=2)[CH2:3][CH2:2]1. The catalyst class is: 2.